This data is from HIV replication inhibition screening data with 41,000+ compounds from the AIDS Antiviral Screen. The task is: Binary Classification. Given a drug SMILES string, predict its activity (active/inactive) in a high-throughput screening assay against a specified biological target. The molecule is C=C1CN(S(=O)(=O)c2ccc(C)cc2)CCCN(Cc2cccn2C)CCCN(S(=O)(=O)c2ccc(C)cc2)C1. The result is 0 (inactive).